This data is from Forward reaction prediction with 1.9M reactions from USPTO patents (1976-2016). The task is: Predict the product of the given reaction. (1) Given the reactants [OH-].[Na+].[C:3]([C:5]1[CH:6]=[C:7]([C:15]2[O:19][N:18]=[C:17]([C:20]3[C:21]([O:35][CH3:36])=[C:22]([CH2:27][CH2:28][CH2:29][C:30]([O:32]CC)=[O:31])[CH:23]=[C:24]([F:26])[CH:25]=3)[N:16]=2)[CH:8]=[CH:9][C:10]=1[O:11][CH:12]([CH3:14])[CH3:13])#[N:4].Cl, predict the reaction product. The product is: [C:3]([C:5]1[CH:6]=[C:7]([C:15]2[O:19][N:18]=[C:17]([C:20]3[C:21]([O:35][CH3:36])=[C:22]([CH2:27][CH2:28][CH2:29][C:30]([OH:32])=[O:31])[CH:23]=[C:24]([F:26])[CH:25]=3)[N:16]=2)[CH:8]=[CH:9][C:10]=1[O:11][CH:12]([CH3:14])[CH3:13])#[N:4]. (2) Given the reactants [NH:1]1[CH2:6][CH2:5][O:4][CH2:3][CH2:2]1.Cl[C:8]1[CH:17]=[C:16]([N:18]2[CH:22]=[CH:21][C:20]([C:23]([F:26])([F:25])[F:24])=[N:19]2)[C:15]2[C:10](=[CH:11][CH:12]=[CH:13][CH:14]=2)[N:9]=1, predict the reaction product. The product is: [N:1]1([C:8]2[CH:17]=[C:16]([N:18]3[CH:22]=[CH:21][C:20]([C:23]([F:26])([F:24])[F:25])=[N:19]3)[C:15]3[C:10](=[CH:11][CH:12]=[CH:13][CH:14]=3)[N:9]=2)[CH2:6][CH2:5][O:4][CH2:3][CH2:2]1. (3) Given the reactants [OH:1][CH2:2][C:3]([C@H:5]([C@@H:7]([C@H:9]([CH2:11][OH:12])[OH:10])[OH:8])[OH:6])=[O:4].C([O-])([O-])=O.[Ca+2], predict the reaction product. The product is: [OH:6][C:5]1[C@@H:7]([C@@H:9]([OH:10])[CH2:11][OH:12])[O:8][C:2](=[O:1])[C:3]=1[OH:4].